Task: Predict which catalyst facilitates the given reaction.. Dataset: Catalyst prediction with 721,799 reactions and 888 catalyst types from USPTO (1) Reactant: Br[C:2]1[CH:7]=[CH:6][CH:5]=[C:4]([CH2:8][O:9][Si:10]([C:13]([CH3:16])([CH3:15])[CH3:14])([CH3:12])[CH3:11])[N:3]=1.[OH:17][CH2:18][C@@H:19]1[CH2:24][CH2:23][CH2:22][CH2:21][N:20]1[C:25]([O:27][C:28]([CH3:31])([CH3:30])[CH3:29])=[O:26].C(P(C(C)(C)C)C1C=CC=CC=1C1C=CC=CC=1)(C)(C)C. Product: [Si:10]([O:9][CH2:8][C:4]1[N:3]=[C:2]([O:17][CH2:18][C@@H:19]2[CH2:24][CH2:23][CH2:22][CH2:21][N:20]2[C:25]([O:27][C:28]([CH3:31])([CH3:30])[CH3:29])=[O:26])[CH:7]=[CH:6][CH:5]=1)([C:13]([CH3:16])([CH3:15])[CH3:14])([CH3:12])[CH3:11]. The catalyst class is: 222. (2) Reactant: [CH3:1][CH:2]([CH3:6])[CH2:3][CH2:4][NH2:5].[C:7](O[C:7]([O:9][C:10]([CH3:13])([CH3:12])[CH3:11])=[O:8])([O:9][C:10]([CH3:13])([CH3:12])[CH3:11])=[O:8].C(N(CC)CC)C. Product: [CH2:4]([NH:5][C:7](=[O:8])[O:9][C:10]([CH3:13])([CH3:12])[CH3:11])[CH2:3][CH:2]([CH3:6])[CH3:1]. The catalyst class is: 98. (3) Reactant: O.C(O)(C(F)(F)F)=O.[OH-].[Na+].[CH:11]([O:14][P:15]([CH2:21][O:22][C:23]1([CH2:26][O:27]C(C2C=CC=CC=2)(C2C=CC=CC=2)C2C=CC=CC=2)[CH2:25][CH2:24]1)(=[O:20])[O:16][CH:17]([CH3:19])[CH3:18])([CH3:13])[CH3:12]. Product: [OH:27][CH2:26][C:23]1([O:22][CH2:21][P:15](=[O:20])([O:14][CH:11]([CH3:13])[CH3:12])[O:16][CH:17]([CH3:18])[CH3:19])[CH2:25][CH2:24]1. The catalyst class is: 21. (4) Reactant: [C:1]([NH:9][C:10](=[O:20])[NH:11][CH2:12][CH2:13][CH2:14][CH2:15][CH2:16][C:17](O)=[O:18])(=[O:8])[C:2]1[CH:7]=[CH:6][CH:5]=[CH:4][CH:3]=1.F[P-](F)(F)(F)(F)F.[N:28]1([O:37][P+](N(C)C)(N(C)C)N(C)C)C2C=CC=CC=2N=N1.C(N(CC)C(C)C)(C)C.NO.Cl. Product: [OH:37][NH:28][C:17](=[O:18])[CH2:16][CH2:15][CH2:14][CH2:13][CH2:12][NH:11][C:10]([NH:9][C:1](=[O:8])[C:2]1[CH:7]=[CH:6][CH:5]=[CH:4][CH:3]=1)=[O:20]. The catalyst class is: 3. (5) Reactant: [Si:1]([O:18][C:19]([CH3:43])([CH2:38][CH2:39][CH2:40][CH2:41][CH3:42])/[CH:20]=[CH:21]/[C@@H:22]1[C@@H:29]2[C@@H:25]([O:26][C:27](=[O:30])[CH2:28]2)[CH2:24][C@H:23]1[O:31][CH:32]1[CH2:37][CH2:36][CH2:35][CH2:34][O:33]1)([C:14]([CH3:17])([CH3:16])[CH3:15])([C:8]1[CH:13]=[CH:12][CH:11]=[CH:10][CH:9]=1)[C:2]1[CH:7]=[CH:6][CH:5]=[CH:4][CH:3]=1.CC(C[AlH]CC(C)C)C.C(OCC)(=O)C. Product: [Si:1]([O:18][C:19]([CH3:43])([CH2:38][CH2:39][CH2:40][CH2:41][CH3:42])/[CH:20]=[CH:21]/[C@@H:22]1[C@@H:29]2[C@@H:25]([O:26][CH:27]([OH:30])[CH2:28]2)[CH2:24][C@H:23]1[O:31][CH:32]1[CH2:37][CH2:36][CH2:35][CH2:34][O:33]1)([C:14]([CH3:15])([CH3:16])[CH3:17])([C:8]1[CH:9]=[CH:10][CH:11]=[CH:12][CH:13]=1)[C:2]1[CH:7]=[CH:6][CH:5]=[CH:4][CH:3]=1. The catalyst class is: 1. (6) Reactant: [I:1][C:2]1[CH:3]=[C:4]2[C:9](=[CH:10][CH:11]=1)[N:8]([CH3:12])[CH:7]=[C:6]([C:13]([O:15]CC)=[O:14])[C:5]2=[O:18].[OH-].[Na+]. Product: [I:1][C:2]1[CH:3]=[C:4]2[C:9](=[CH:10][CH:11]=1)[N:8]([CH3:12])[CH:7]=[C:6]([C:13]([OH:15])=[O:14])[C:5]2=[O:18]. The catalyst class is: 1.